Dataset: Reaction yield outcomes from USPTO patents with 853,638 reactions. Task: Predict the reaction yield, written as a fraction of the theoretical maximum amount of product (1.0 means a 100% yield; for example, 0.34 means a 34% yield). (1) The reactants are [NH:1]1[C:9]2[C:4](=[CH:5][C:6]([C:10]3[C:18]4[C:13](=[N:14][CH:15]=[C:16]([C:19]5[CH:26]=[CH:25][C:22](C=O)=[C:21]([O:27][CH3:28])[CH:20]=5)[CH:17]=4)[N:12](S(C4C=CC(C)=CC=4)(=O)=O)[CH:11]=3)=[CH:7][CH:8]=2)[CH:3]=[CH:2]1.[CH3:39][N:40]1[CH2:45][CH2:44][NH:43][CH2:42][CH2:41]1.[C:46](O[BH-](OC(=O)C)OC(=O)C)(=O)C.[Na+]. The catalyst is C(Cl)Cl. The product is [NH:1]1[C:9]2[C:4](=[CH:5][C:6]([C:10]3[C:18]4[C:13](=[N:14][CH:15]=[C:16]([C:19]5[CH:26]=[CH:25][C:22]([CH2:39][N:40]6[CH2:45][CH2:44][N:43]([CH3:46])[CH2:42][CH2:41]6)=[C:21]([O:27][CH3:28])[CH:20]=5)[CH:17]=4)[NH:12][CH:11]=3)=[CH:7][CH:8]=2)[CH:3]=[CH:2]1. The yield is 0.630. (2) The reactants are C[O:2][C:3]1[C:8]2[NH:9][C:10]([C:12]3[S:13][CH:14]=[CH:15][CH:16]=3)=[N:11][C:7]=2[C:6]([C:17]([NH:19][CH:20]2[CH2:25][CH2:24][CH2:23][N:22](C(OC(C)(C)C)=O)[CH2:21]2)=[O:18])=[CH:5][CH:4]=1.B(Br)(Br)Br. No catalyst specified. The product is [OH:2][C:3]1[C:8]2[NH:9][C:10]([C:12]3[S:13][CH:14]=[CH:15][CH:16]=3)=[N:11][C:7]=2[C:6]([C:17]([NH:19][CH:20]2[CH2:25][CH2:24][CH2:23][NH:22][CH2:21]2)=[O:18])=[CH:5][CH:4]=1. The yield is 0.230. (3) The reactants are [CH2:1]([O:8][C@@H:9]1[CH2:13][CH2:12][NH:11][CH2:10]1)[C:2]1[CH:7]=[CH:6][CH:5]=[CH:4][CH:3]=1.Cl.O[C@@H]1CCNC1.C(O)C1C=CC=CC=1.O.[C:30]1([CH3:40])[CH:35]=[CH:34][C:33]([S:36]([OH:39])(=[O:38])=[O:37])=[CH:32][CH:31]=1. The product is [C:30]1([CH3:40])[CH:31]=[CH:32][C:33]([S:36]([OH:39])(=[O:37])=[O:38])=[CH:34][CH:35]=1.[CH2:1]([O:8][C@@H:9]1[CH2:13][CH2:12][NH:11][CH2:10]1)[C:2]1[CH:3]=[CH:4][CH:5]=[CH:6][CH:7]=1. The yield is 0.680. The catalyst is C(O)(C)C.C(OCC)(=O)C. (4) The reactants are [O:1]([C:8]1[CH:27]=[CH:26][C:11]([O:12][C:13]2[CH:18]=[CH:17][N:16]=[CH:15][C:14]=2[C:19]2[CH:20]=[C:21]([CH:23]=[CH:24][CH:25]=2)[NH2:22])=[CH:10][CH:9]=1)[C:2]1[CH:7]=[CH:6][CH:5]=[CH:4][CH:3]=1.[CH3:28][N:29]([CH3:36])[CH2:30]/[CH:31]=[CH:32]/[C:33](O)=[O:34]. No catalyst specified. The product is [CH3:28][N:29]([CH3:36])[CH2:30]/[CH:31]=[CH:32]/[C:33]([NH:22][C:21]1[CH:23]=[CH:24][CH:25]=[C:19]([C:14]2[CH:15]=[N:16][CH:17]=[CH:18][C:13]=2[O:12][C:11]2[CH:10]=[CH:9][C:8]([O:1][C:2]3[CH:7]=[CH:6][CH:5]=[CH:4][CH:3]=3)=[CH:27][CH:26]=2)[CH:20]=1)=[O:34]. The yield is 0.350. (5) The reactants are [Cl:1][CH2:2][C:3]([C:5]1[CH:10]=[CH:9][C:8]([CH2:11][CH2:12][NH:13][C:14](=[O:16])[CH3:15])=[CH:7][CH:6]=1)=O.[NH2:17][C:18]([NH2:20])=[S:19]. The catalyst is C(O)C. The product is [ClH:1].[NH2:20][C:18]1[S:19][CH:2]=[C:3]([C:5]2[CH:10]=[CH:9][C:8]([CH2:11][CH2:12][NH:13][C:14](=[O:16])[CH3:15])=[CH:7][CH:6]=2)[N:17]=1. The yield is 0.904. (6) The reactants are [H][H].[N+:3]([CH2:6][CH:7]([CH2:12][CH:13]([CH3:15])[CH3:14])[CH2:8][C:9]([OH:11])=[O:10])([O-])=O. The catalyst is CO.[Pd]. The product is [CH3:15][CH:13]([CH2:12][C@H:7]([CH2:6][NH2:3])[CH2:8][C:9]([OH:11])=[O:10])[CH3:14]. The yield is 0.370. (7) The reactants are C(N(CC)CC)C.[CH2:8]([N:15]1[CH:19]=[C:18]([C:20]([CH3:23])([CH3:22])[CH3:21])[N:17]=[C:16]1[C@H:24]([NH2:35])[CH2:25][C:26]1[C:34]2[C:29](=[CH:30][CH:31]=[CH:32][CH:33]=2)[NH:28][CH:27]=1)[C:9]1[CH:14]=[CH:13][CH:12]=[CH:11][CH:10]=1.[CH2:36](Cl)[C:37]1[CH:42]=[CH:41][CH:40]=[CH:39][CH:38]=1. The product is [CH2:36]([NH:35][C@@H:24]([C:16]1[N:15]([CH2:8][C:9]2[CH:14]=[CH:13][CH:12]=[CH:11][CH:10]=2)[CH:19]=[C:18]([C:20]([CH3:22])([CH3:23])[CH3:21])[N:17]=1)[CH2:25][C:26]1[C:34]2[C:29](=[CH:30][CH:31]=[CH:32][CH:33]=2)[NH:28][CH:27]=1)[C:37]1[CH:42]=[CH:41][CH:40]=[CH:39][CH:38]=1. The catalyst is C(#N)C.C(OCC)(=O)C.O. The yield is 0.0500. (8) The reactants are [C:1](Cl)(=O)[C:2]([Cl:4])=[O:3].[N:7]1([C:12]2[C:13]3[NH:20][CH:19]=C(C(O)=O)[C:14]=3[N:15]=[CH:16][N:17]=2)[CH:11]=[CH:10][CH:9]=[N:8]1. The catalyst is C(Cl)Cl.CN(C=O)C. The product is [N:7]1([C:12]2[C:13]3[NH:20][CH:19]=[C:1]([C:2]([Cl:4])=[O:3])[C:14]=3[N:15]=[CH:16][N:17]=2)[CH:11]=[CH:10][CH:9]=[N:8]1. The yield is 0.960. (9) The reactants are [C@@H:1]12[CH2:7][C@@H:4]([CH2:5][CH2:6]1)[CH2:3][C@H:2]2[C:8]([NH:10][C:11]1[S:12][C:13]([CH2:19][CH2:20][CH2:21][Cl:22])=[C:14]([CH3:18])[C:15]=1[C:16]#[N:17])=[O:9].[CH3:23][NH:24][C:25]1[CH:30]=[CH:29][C:28]([CH3:31])=[CH:27][CH:26]=1.Cl. No catalyst specified. The product is [ClH:22].[C@@H:1]12[CH2:7][C@@H:4]([CH2:5][CH2:6]1)[CH2:3][C@H:2]2[C:8]([NH:10][C:11]1[S:12][C:13]([CH2:19][CH2:20][CH2:21][N:24]([CH3:23])[C:25]2[CH:30]=[CH:29][C:28]([CH3:31])=[CH:27][CH:26]=2)=[C:14]([CH3:18])[C:15]=1[C:16]#[N:17])=[O:9]. The yield is 0.480.